Dataset: Full USPTO retrosynthesis dataset with 1.9M reactions from patents (1976-2016). Task: Predict the reactants needed to synthesize the given product. (1) Given the product [OH:1][C:2]1[CH:9]=[C:8]([O:10][CH3:11])[C:7]([C:12]2[S:13][CH:14]=[CH:15][CH:16]=2)=[CH:6][C:3]=1/[CH:4]=[CH:18]/[C:17]([C:20]1[CH:28]=[CH:27][C:23]([C:24]([OH:26])=[O:25])=[CH:22][CH:21]=1)=[O:19], predict the reactants needed to synthesize it. The reactants are: [OH:1][C:2]1[CH:9]=[C:8]([O:10][CH3:11])[C:7]([C:12]2[S:13][CH:14]=[CH:15][CH:16]=2)=[CH:6][C:3]=1[CH:4]=O.[C:17]([C:20]1[CH:28]=[CH:27][C:23]([C:24]([OH:26])=[O:25])=[CH:22][CH:21]=1)(=[O:19])[CH3:18].C[O-].[Li+].Cl. (2) Given the product [ClH:29].[F:8][C:6]1[CH:5]=[C:4]([NH:9][C:10]2[N:11]=[CH:12][C:13]([C:21]([N:23]3[CH2:24][CH2:25][O:26][CH2:27][CH2:28]3)=[O:22])=[C:14]3[C:18]([CH3:19])=[CH:17][N:16]([CH3:20])[C:15]=23)[CH:3]=[C:2]([F:1])[CH:7]=1, predict the reactants needed to synthesize it. The reactants are: [F:1][C:2]1[CH:3]=[C:4]([NH:9][C:10]2[N:11]=[CH:12][C:13]([C:21]([N:23]3[CH2:28][CH2:27][O:26][CH2:25][CH2:24]3)=[O:22])=[C:14]3[C:18]([CH3:19])=[CH:17][N:16]([CH3:20])[C:15]=23)[CH:5]=[C:6]([F:8])[CH:7]=1.[ClH:29]. (3) Given the product [O:1]1[CH:5]=[CH:4][C:3]2[CH:6]=[C:7]([C:10]([NH:14][CH:13]([C:15]([C:23]3[CH:22]=[CH:21][S:25][CH:24]=3)=[O:17])[CH2:19][C:36]([O:39][CH3:40])=[O:38])=[O:11])[CH:8]=[CH:9][C:2]1=2, predict the reactants needed to synthesize it. The reactants are: [O:1]1[CH:5]=[CH:4][C:3]2[CH:6]=[C:7]([C:10]3[O:11]C(=O)[C:13]([CH3:19])([C:15]([O:17]C)=O)[N:14]=3)[CH:8]=[CH:9][C:2]1=2.[CH:21]1[S:25][CH:24]=[CH:23][C:22]=1C(Cl)=O.C(N(CC)CC)C.[C:36]([O:39][CH2:40]C)(=[O:38])C. (4) Given the product [CH2:14]([N:16]([CH2:17][CH3:18])[C:2]1[C:3]2[C:10]3[CH2:19][CH2:11][CH2:12][CH2:13][C:9]=3[S:8][C:4]=2[N:5]=[CH:6][N:7]=1)[CH3:15], predict the reactants needed to synthesize it. The reactants are: Cl[C:2]1[C:3]2[C:10]3[CH2:11][CH2:12][CH2:13][C:9]=3[S:8][C:4]=2[N:5]=[CH:6][N:7]=1.[CH2:14]([NH:16][CH2:17][CH3:18])[CH3:15].[C:19](O)(C)(C)C.CCOC(C)=O. (5) Given the product [N+:1]([C:4]1[C:12]2[N:11]=[CH:10][N:9]([CH2:21][C:22]3[CH:27]=[CH:26][N:25]=[CH:24][CH:23]=3)[C:8]=2[CH:7]=[CH:6][CH:5]=1)([O-:3])=[O:2], predict the reactants needed to synthesize it. The reactants are: [N+:1]([C:4]1[C:12]2[N:11]=[CH:10][NH:9][C:8]=2[CH:7]=[CH:6][CH:5]=1)([O-:3])=[O:2].C(=O)([O-])[O-].[K+].[K+].Cl.Cl[CH2:21][C:22]1[CH:27]=[CH:26][N:25]=[CH:24][CH:23]=1. (6) Given the product [OH:10][C:11]1[C:18]([N+:1]([O-:4])=[O:2])=[C:17]([CH3:19])[C:14]([C:15]#[N:16])=[C:13]([CH3:20])[N:12]=1, predict the reactants needed to synthesize it. The reactants are: [N+:1]([O-:4])(O)=[O:2].S(=O)(=O)(O)O.[OH:10][C:11]1[CH:18]=[C:17]([CH3:19])[C:14]([C:15]#[N:16])=[C:13]([CH3:20])[N:12]=1.[OH-].[Na+].